Dataset: Forward reaction prediction with 1.9M reactions from USPTO patents (1976-2016). Task: Predict the product of the given reaction. (1) The product is: [C:4]([C:3]1[CH:7]=[C:8]([CH:9]=[CH:10][C:2]=1[Cl:1])[O:11][CH2:17][C@H:18]1[CH2:23][CH2:22][CH2:21][N:20]([C:24]([O:26][C:27]([CH3:28])([CH3:30])[CH3:29])=[O:25])[CH2:19]1)(=[O:5])[NH2:6]. Given the reactants [Cl:1][C:2]1[CH:10]=[CH:9][C:8]([OH:11])=[CH:7][C:3]=1[C:4]([NH2:6])=[O:5].CS(O[CH2:17][C@H:18]1[CH2:23][CH2:22][CH2:21][N:20]([C:24]([O:26][C:27]([CH3:30])([CH3:29])[CH3:28])=[O:25])[CH2:19]1)(=O)=O.C(=O)([O-])[O-].[Cs+].[Cs+], predict the reaction product. (2) The product is: [NH2:2][C:3]1[N:8]=[C:7]([CH:9]2[CH2:11][CH2:10]2)[N:6]=[C:5]([C:12]([O:14][CH3:18])=[O:13])[C:4]=1[Cl:15]. Given the reactants O.[NH2:2][C:3]1[N:8]=[C:7]([CH:9]2[CH2:11][CH2:10]2)[N:6]=[C:5]([C:12]([OH:14])=[O:13])[C:4]=1[Cl:15].CO.[C:18](=O)(OC)OC.[OH-].[Na+], predict the reaction product. (3) Given the reactants Cl[C:2]1[CH:7]=[C:6]([N:8]2[CH2:13][CH2:12][O:11][CH2:10][CH2:9]2)[N:5]=[C:4](N2C3C=CC=C(OC)C=3N=C2C(F)F)[N:3]=1.[CH3:28][O:29][C:30]1[N:35]=[CH:34][C:33](B(O)O)=[CH:32][N:31]=1.C([O-])([O-])=O.[K+].[K+], predict the reaction product. The product is: [N:8]1([C:6]2[N:5]=[CH:4][N:3]=[C:2]([C:33]3[CH:32]=[N:31][C:30]([O:29][CH3:28])=[N:35][CH:34]=3)[CH:7]=2)[CH2:9][CH2:10][O:11][CH2:12][CH2:13]1. (4) Given the reactants CCN(C(C)C)C(C)C.[Cl:10][CH2:11][O:12][C:13](Cl)=[O:14].[CH3:16][C:17]1[C@@H:34]([O:35][C:36]([C@H:38]([OH:55])[C@@H:39]([NH:46][C:47]([C:49]2[CH:50]=[CH:51][CH:52]=[CH:53][CH:54]=2)=[O:48])[C:40]2[CH:41]=[CH:42][CH:43]=[CH:44][CH:45]=2)=[O:37])[CH2:33][C@:29]2([OH:56])[C:30]([CH3:32])([CH3:31])[C:18]=1[C@@H:19]([O:74][C:75]([CH3:77])=[O:76])[C:20]([C@@:22]1([CH3:73])[C@H:27]([C@@H:28]2[O:57][C:58]([C:60]2[CH:61]=[CH:62][CH:63]=[CH:64][CH:65]=2)=[O:59])[C@:26]2([O:68][C:69]([CH3:71])=[O:70])[CH2:66][O:67][C@@H:25]2[CH2:24][C@@H:23]1[OH:72])=[O:21], predict the reaction product. The product is: [C:75]([O:74][C@@H:19]1[C:18]2[C:30]([CH3:32])([CH3:31])[C@@:29]([OH:56])([CH2:33][C@H:34]([O:35][C:36](=[O:37])[C@H:38]([O:55][C:13]([O:12][CH2:11][Cl:10])=[O:14])[C@@H:39]([NH:46][C:47](=[O:48])[C:49]3[CH:50]=[CH:51][CH:52]=[CH:53][CH:54]=3)[C:40]3[CH:41]=[CH:42][CH:43]=[CH:44][CH:45]=3)[C:17]=2[CH3:16])[C@@H:28]([O:57][C:58](=[O:59])[C:60]2[CH:61]=[CH:62][CH:63]=[CH:64][CH:65]=2)[C@@H:27]2[C@:26]3([O:68][C:69](=[O:70])[CH3:71])[CH2:66][O:67][C@@H:25]3[CH2:24][C@H:23]([OH:72])[C@@:22]2([CH3:73])[C:20]1=[O:21])(=[O:76])[CH3:77]. (5) Given the reactants [CH3:1][O:2][C:3]1[S:4][CH:5]=[CH:6][C:7]=1[CH3:8].[CH3:9][O:10][CH2:11]CO.S([O-])(O)(=O)=O.[Na+], predict the reaction product. The product is: [CH3:9][O:10][CH2:11][CH2:1][O:2][C:3]1[S:4][CH:5]=[CH:6][C:7]=1[CH3:8]. (6) Given the reactants [Si]([O:8][CH2:9][C:10]1[CH:11]=[C:12]([CH2:17][CH:18]([O:24][CH:25]([CH3:27])C)[C:19]([O:21][CH2:22][CH3:23])=[O:20])[CH:13]=[CH:14][C:15]=1[F:16])(C(C)(C)C)(C)C.[F-].[CH2:29]([N+](CCCC)(CCCC)CCCC)CCC, predict the reaction product. The product is: [F:16][C:15]1[CH:14]=[CH:13][C:12]([CH2:17][CH:18]([O:24][CH2:25][CH2:27][CH3:29])[C:19]([O:21][CH2:22][CH3:23])=[O:20])=[CH:11][C:10]=1[CH2:9][OH:8]. (7) Given the reactants C([O:3][C:4]([C:6]1[N:7]=[C:8]([CH2:18][N:19]([C:21]2[CH:26]=[CH:25][C:24]([F:27])=[CH:23][CH:22]=2)[CH3:20])[N:9]([C:11]2[CH:16]=[CH:15][C:14]([Cl:17])=[CH:13][CH:12]=2)[CH:10]=1)=[O:5])C.O.[OH-].[Li+], predict the reaction product. The product is: [Cl:17][C:14]1[CH:13]=[CH:12][C:11]([N:9]2[CH:10]=[C:6]([C:4]([OH:5])=[O:3])[N:7]=[C:8]2[CH2:18][N:19]([C:21]2[CH:22]=[CH:23][C:24]([F:27])=[CH:25][CH:26]=2)[CH3:20])=[CH:16][CH:15]=1.